This data is from Forward reaction prediction with 1.9M reactions from USPTO patents (1976-2016). The task is: Predict the product of the given reaction. (1) Given the reactants CO[C:3](=[O:12])[C:4]1[CH:9]=[C:8](Br)[C:7](Cl)=[N:6][CH:5]=1.[CH3:13][O:14][CH2:15][CH2:16][NH2:17].[Cl:18][C:19]1[CH:24]=[CH:23][C:22](B(O)O)=[CH:21][CH:20]=1.[CH:28]1([C:31]([OH:35])([CH3:34])[CH2:32][NH2:33])[CH2:30][CH2:29]1, predict the reaction product. The product is: [Cl:18][C:19]1[CH:24]=[CH:23][C:22]([C:8]2[C:7]([NH:17][CH2:16][CH2:15][O:14][CH3:13])=[N:6][CH:5]=[C:4]([CH:9]=2)[C:3]([NH:33][CH2:32][C:31]([CH:28]2[CH2:30][CH2:29]2)([OH:35])[CH3:34])=[O:12])=[CH:21][CH:20]=1. (2) Given the reactants Br[C:2]1[CH:7]=[C:6]([CH3:8])[CH:5]=[CH:4][N:3]=1.[F:9][C:10]1[CH:15]=[CH:14][C:13]([O:16][CH2:17][C:18]#[CH:19])=[C:12]([O:20][CH3:21])[CH:11]=1.C(NC(C)C)(C)C, predict the reaction product. The product is: [F:9][C:10]1[CH:15]=[CH:14][C:13]([O:16][CH2:17][C:18]#[C:19][C:2]2[CH:7]=[C:6]([CH3:8])[CH:5]=[CH:4][N:3]=2)=[C:12]([O:20][CH3:21])[CH:11]=1. (3) Given the reactants [CH2:1]([NH:3][C:4]([C:6]1[CH:11]=[CH:10][C:9]([N:12]2[CH:16]=[C:15]([C:17](O)=[O:18])[N:14]=[N:13]2)=[C:8]([O:20][CH2:21][CH2:22][CH2:23][C:24]2[CH:29]=[CH:28][CH:27]=[CH:26][CH:25]=2)[CH:7]=1)=[O:5])[CH3:2].[CH3:30][O:31][CH2:32][CH2:33][NH2:34].C1C=CC2N(O)N=NC=2C=1.CCN=C=NCCCN(C)C, predict the reaction product. The product is: [CH2:1]([NH:3][C:4]([C:6]1[CH:11]=[CH:10][C:9]([N:12]2[CH:16]=[C:15]([C:17]([NH:34][CH2:33][CH2:32][O:31][CH3:30])=[O:18])[N:14]=[N:13]2)=[C:8]([O:20][CH2:21][CH2:22][CH2:23][C:24]2[CH:29]=[CH:28][CH:27]=[CH:26][CH:25]=2)[CH:7]=1)=[O:5])[CH3:2]. (4) Given the reactants [NH2:1][C:2]1[C:15]2[C:6](=[CH:7][C:8]3[C:9]4[C:14]=2[C:13](=[O:16])[N:12]([CH2:17][CH2:18][N:19]([CH3:21])[CH3:20])[C:11](=[O:22])[C:10]=4[CH:23]=[CH:24][CH:25]=3)[CH:5]=[CH:4][CH:3]=1.[CH3:26][O:27][CH2:28][CH2:29][N:30]=[C:31]=[S:32], predict the reaction product. The product is: [CH3:21][N:19]([CH3:20])[CH2:18][CH2:17][N:12]1[C:11](=[O:22])[C:10]2[CH:23]=[CH:24][CH:25]=[C:8]3[C:9]=2[C:14](=[C:15]2[C:2]([NH:1][C:31]([NH:30][CH2:29][CH2:28][O:27][CH3:26])=[S:32])=[CH:3][CH:4]=[CH:5][C:6]2=[CH:7]3)[C:13]1=[O:16]. (5) The product is: [Br:2][C:3]1[CH:4]=[C:5]([C:14]2[N:54]([C:50]3[CH:51]=[N:52][CH:53]=[C:48]([Cl:47])[CH:49]=3)[N:55]=[C:16]([C:17]([OH:19])=[O:18])[CH:15]=2)[CH:6]=[C:7]([O:9][C:10]([F:11])([F:12])[F:13])[CH:8]=1. Given the reactants [Li].[Br:2][C:3]1[CH:4]=[C:5]([C:14]([O-])=[CH:15][C:16](=O)[C:17]([O:19]CC)=[O:18])[CH:6]=[C:7]([O:9][C:10]([F:13])([F:12])[F:11])[CH:8]=1.ClC1C=C(C2N(C3C=CC=CN=3)N=C(C(O)=O)C=2)C=C(F)C=1.Cl.[Cl:47][C:48]1[CH:49]=[C:50]([NH:54][NH2:55])[CH:51]=[N:52][CH:53]=1, predict the reaction product. (6) The product is: [CH3:2][C:1]1[C:3]2[C:4](=[CH:6][C:7]([N+:10]([O-:12])=[O:11])=[CH:8][CH:9]=2)[NH:5][N:13]=1. Given the reactants [CH2:1]([C:3]1[CH:9]=[CH:8][C:7]([N+:10]([O-:12])=[O:11])=[CH:6][C:4]=1[NH2:5])[CH3:2].[N:13]([O-])=O.[Na+], predict the reaction product. (7) Given the reactants [Br:1][C:2]1[C:10]2[O:9][C:8]([C:11]([OH:13])=O)=[CH:7][C:6]=2[CH:5]=[C:4]([F:14])[CH:3]=1.Cl.Cl.[NH2:17][C@@H:18]1[CH:23]2[CH2:24][CH2:25][N:20]([CH2:21][CH2:22]2)[CH2:19]1.CN(C(ON1N=NC2C=CC=NC1=2)=[N+](C)C)C.F[P-](F)(F)(F)(F)F.C(N(CC)C(C)C)(C)C, predict the reaction product. The product is: [N:20]12[CH2:25][CH2:24][CH:23]([CH2:22][CH2:21]1)[C@@H:18]([NH:17][C:11]([C:8]1[O:9][C:10]3[C:2]([Br:1])=[CH:3][C:4]([F:14])=[CH:5][C:6]=3[CH:7]=1)=[O:13])[CH2:19]2.